Dataset: Full USPTO retrosynthesis dataset with 1.9M reactions from patents (1976-2016). Task: Predict the reactants needed to synthesize the given product. (1) Given the product [CH3:26][N:4]1[C:5]2[N:6]=[C:7]([NH:18][CH2:19][C:20]3[CH:21]=[N:22][CH:23]=[CH:24][CH:25]=3)[N:8]=[C:9]([C:11]([C:13]3[S:14][CH:15]=[CH:16][CH:17]=3)=[O:12])[C:10]=2[C:2]([C:27]2[CH:32]=[CH:31][CH:30]=[CH:29][CH:28]=2)=[CH:3]1, predict the reactants needed to synthesize it. The reactants are: Br[C:2]1[C:10]2[C:9]([C:11]([C:13]3[S:14][CH:15]=[CH:16][CH:17]=3)=[O:12])=[N:8][C:7]([NH:18][CH2:19][C:20]3[CH:21]=[N:22][CH:23]=[CH:24][CH:25]=3)=[N:6][C:5]=2[N:4]([CH3:26])[CH:3]=1.[C:27]1(B(O)O)[CH:32]=[CH:31][CH:30]=[CH:29][CH:28]=1. (2) Given the product [CH:22]1([N:25]2[CH:29]=[C:28]([CH2:30][C:31]([NH:1][C:2]3[CH:7]=[N:6][CH:5]=[C:4]([C:8]([C:10]4[C:18]5[CH:17]=[N:16][CH:15]=[N:14][C:13]=5[N:12]([CH:19]([CH3:21])[CH3:20])[CH:11]=4)=[O:9])[CH:3]=3)=[O:32])[C:27]([C:34]([F:37])([F:36])[F:35])=[N:26]2)[CH2:24][CH2:23]1, predict the reactants needed to synthesize it. The reactants are: [NH2:1][C:2]1[CH:3]=[C:4]([C:8]([C:10]2[C:18]3[CH:17]=[N:16][CH:15]=[N:14][C:13]=3[N:12]([CH:19]([CH3:21])[CH3:20])[CH:11]=2)=[O:9])[CH:5]=[N:6][CH:7]=1.[CH:22]1([N:25]2[CH:29]=[C:28]([CH2:30][C:31](O)=[O:32])[C:27]([C:34]([F:37])([F:36])[F:35])=[N:26]2)[CH2:24][CH2:23]1.CCCP(O)(O)=O. (3) Given the product [ClH:45].[O:1]=[C:2]1[C:10]2[C:5](=[CH:6][CH:7]=[CH:8][CH:9]=2)[CH2:4][N:3]1[CH2:11][CH2:12][C:13]1([CH2:19][CH2:20][N:21]2[CH2:22][CH2:23][CH:24]([N:27]([C:35]3[CH:40]=[CH:39][C:38]([CH3:41])=[CH:37][CH:36]=3)[C:28]([C:30]3[O:31][CH:32]=[CH:33][CH:34]=3)=[O:29])[CH2:25][CH2:26]2)[CH2:18][CH2:17][CH2:16][CH2:15][CH2:14]1, predict the reactants needed to synthesize it. The reactants are: [O:1]=[C:2]1[C:10]2[C:5](=[CH:6][CH:7]=[CH:8][CH:9]=2)[CH2:4][N:3]1[CH2:11][CH2:12][C:13]1([CH2:19][CH2:20][N:21]2[CH2:26][CH2:25][CH:24]([N:27]([C:35]3[CH:40]=[CH:39][C:38]([CH3:41])=[CH:37][CH:36]=3)[C:28]([C:30]3[O:31][CH:32]=[CH:33][CH:34]=3)=[O:29])[CH2:23][CH2:22]2)[CH2:18][CH2:17][CH2:16][CH2:15][CH2:14]1.C(O)C.[ClH:45].C(OCC)(=O)C. (4) Given the product [C:26]1([CH2:32][CH2:33][CH2:34][CH2:35][N:8]2[CH2:12][CH2:11][CH:10]([S:13]([C:16]3[CH:17]=[C:18]4[C:22](=[CH:23][CH:24]=3)[NH:21][C:20](=[O:25])[CH2:19]4)(=[O:15])=[O:14])[CH2:9]2)[CH:31]=[CH:30][CH:29]=[CH:28][CH:27]=1, predict the reactants needed to synthesize it. The reactants are: FC(F)(F)C(O)=O.[NH:8]1[CH2:12][CH2:11][CH:10]([S:13]([C:16]2[CH:17]=[C:18]3[C:22](=[CH:23][CH:24]=2)[NH:21][C:20](=[O:25])[CH2:19]3)(=[O:15])=[O:14])[CH2:9]1.[C:26]1([CH2:32][CH2:33][CH2:34][CH:35]=O)[CH:31]=[CH:30][CH:29]=[CH:28][CH:27]=1.